From a dataset of Catalyst prediction with 721,799 reactions and 888 catalyst types from USPTO. Predict which catalyst facilitates the given reaction. Reactant: [NH2:1][C:2]1[CH:10]=[C:9]2[C:5]([C:6]([C:22]#[N:23])=[C:7]([C:13]3[CH:18]=[CH:17][C:16]([O:19][CH2:20][CH3:21])=[CH:15][CH:14]=3)[N:8]2[CH2:11][CH3:12])=[CH:4][CH:3]=1.[CH2:24]([N:26]=[C:27]=[O:28])[CH3:25]. Product: [C:22]([C:6]1[C:5]2[C:9](=[CH:10][C:2]([NH:1][C:27]([NH:26][CH2:24][CH3:25])=[O:28])=[CH:3][CH:4]=2)[N:8]([CH2:11][CH3:12])[C:7]=1[C:13]1[CH:18]=[CH:17][C:16]([O:19][CH2:20][CH3:21])=[CH:15][CH:14]=1)#[N:23]. The catalyst class is: 4.